This data is from Full USPTO retrosynthesis dataset with 1.9M reactions from patents (1976-2016). The task is: Predict the reactants needed to synthesize the given product. (1) Given the product [F:1][C@H:2]1[C@H:7]([O:8][C:9]2[CH:14]=[CH:13][C:12]([N+:15]([O-:17])=[O:16])=[CH:11][C:10]=2[C:18]([F:21])([F:19])[F:20])[CH2:6][CH2:5][NH:4][CH2:3]1, predict the reactants needed to synthesize it. The reactants are: [F:1][C@H:2]1[C@H:7]([O:8][C:9]2[CH:14]=[CH:13][C:12]([N+:15]([O-:17])=[O:16])=[CH:11][C:10]=2[C:18]([F:21])([F:20])[F:19])[CH2:6][CH2:5][N:4](C(OC(C)(C)C)=O)[CH2:3]1.Cl. (2) The reactants are: Br[C:2]1[N:7]2[N:8]=[CH:9][N:10]=[C:6]2[C:5]([NH:11][CH:12]2[CH2:15][CH2:14][CH2:13]2)=[N:4][CH:3]=1.CC1(C)C(C)(C)OB([C:24]2[CH:25]=[C:26]([C:29]([NH2:31])=[O:30])[O:27][CH:28]=2)O1.C(=O)([O-])[O-].[Na+].[Na+]. Given the product [CH:12]1([NH:11][C:5]2[C:6]3[N:7]([N:8]=[CH:9][N:10]=3)[C:2]([C:24]3[CH:25]=[C:26]([C:29]([NH2:31])=[O:30])[O:27][CH:28]=3)=[CH:3][N:4]=2)[CH2:15][CH2:14][CH2:13]1, predict the reactants needed to synthesize it. (3) Given the product [Br:1][C:2]1[CH:6]=[C:5]([CH:17]=[O:18])[N:4]([CH3:8])[N:3]=1, predict the reactants needed to synthesize it. The reactants are: [Br:1][C:2]1[CH:6]=[C:5](Br)[N:4]([CH3:8])[N:3]=1.C([Mg]Cl)(C)C.CN([CH:17]=[O:18])C.